This data is from Catalyst prediction with 721,799 reactions and 888 catalyst types from USPTO. The task is: Predict which catalyst facilitates the given reaction. (1) Reactant: [F:1][C:2]([F:8])([F:7])[S:3]([O-:6])(=[O:5])=[O:4].C(N(CC)CC)C.[CH3:16][C:17]1[C:22]([CH3:23])=[C:21]([N+:24]([O-:26])=[O:25])[CH:20]=[CH:19][C:18]=1O.O. Product: [F:1][C:2]([F:8])([F:7])[S:3]([O:6][C:18]1[CH:19]=[CH:20][C:21]([N+:24]([O-:26])=[O:25])=[C:22]([CH3:23])[C:17]=1[CH3:16])(=[O:5])=[O:4]. The catalyst class is: 2. (2) The catalyst class is: 62. Reactant: Br[C:2]1[CH:3]=[N:4][C:5]([Cl:8])=[N:6][CH:7]=1.F[B-](F)(F)F.C([PH+](C(C)(C)C)C(C)(C)C)(C)(C)C.[O:27]1[CH:31]=[CH:30][CH2:29][CH2:28]1.CN(C1CCCCC1)C1CCCCC1. Product: [Cl:8][C:5]1[N:4]=[CH:3][C:2]([CH:28]2[CH:29]=[CH:30][CH2:31][O:27]2)=[CH:7][N:6]=1. (3) Reactant: [Br:1][C:2]1[C:3](Cl)=[N:4][C:5]([Cl:8])=[N:6][CH:7]=1.[NH2:10][CH2:11][C@H:12]1[CH2:17][CH2:16][CH2:15][N:14]([C:18]([O:20][C:21]([CH3:24])([CH3:23])[CH3:22])=[O:19])[CH2:13]1.CCN(C(C)C)C(C)C. Product: [Br:1][C:2]1[C:3]([NH:10][CH2:11][C@H:12]2[CH2:17][CH2:16][CH2:15][N:14]([C:18]([O:20][C:21]([CH3:24])([CH3:23])[CH3:22])=[O:19])[CH2:13]2)=[N:4][C:5]([Cl:8])=[N:6][CH:7]=1. The catalyst class is: 49.